From a dataset of Reaction yield outcomes from USPTO patents with 853,638 reactions. Predict the reaction yield, written as a fraction of the theoretical maximum amount of product (1.0 means a 100% yield; for example, 0.34 means a 34% yield). (1) The yield is 0.930. The catalyst is C(O)C. The product is [C:1]([C:3]1[C:11]2[C:6](=[N:7][C:8]([CH3:15])=[C:9]([CH2:13][CH3:14])[C:10]=2[CH3:12])[S:5][C:4]=1[C:16]([OH:18])=[O:17])#[N:2]. The reactants are [C:1]([C:3]1[C:11]2[C:6](=[N:7][C:8]([CH3:15])=[C:9]([CH2:13][CH3:14])[C:10]=2[CH3:12])[S:5][C:4]=1[C:16]([O:18]C)=[O:17])#[N:2].[OH-].[Na+]. (2) The reactants are [N+]([O-])(O)=O.[Cl:5][C:6]1[CH:36]=[C:35]([Cl:37])[CH:34]=[CH:33][C:7]=1[O:8][CH2:9][CH2:10][S:11][C:12]1[CH:32]=[CH:31][C:15]([O:16][C:17]2[C:26]3[C:21](=[CH:22][C:23]([O:29][CH3:30])=[C:24]([O:27][CH3:28])[CH:25]=3)[N:20]=[CH:19][CH:18]=2)=[CH:14][CH:13]=1.C(=O)([O-])[OH:39].[Na+]. No catalyst specified. The product is [Cl:5][C:6]1[CH:36]=[C:35]([Cl:37])[CH:34]=[CH:33][C:7]=1[O:8][CH2:9][CH2:10][S:11]([C:12]1[CH:32]=[CH:31][C:15]([O:16][C:17]2[C:26]3[C:21](=[CH:22][C:23]([O:29][CH3:30])=[C:24]([O:27][CH3:28])[CH:25]=3)[N:20]=[CH:19][CH:18]=2)=[CH:14][CH:13]=1)=[O:39]. The yield is 0.920. (3) The reactants are [Cl-].[CH3:2][O:3][C:4]1[CH:29]=[CH:28][C:7]([CH2:8][P+](C2C=CC=CC=2)(C2C=CC=CC=2)C2C=CC=CC=2)=[CH:6][CH:5]=1.[CH3:30]C(C)([O-])C.[K+].[O:36]=[C:37]1[NH:41][C:40](=[O:42])[CH:39]([CH2:43][C:44]2[CH:58]=[CH:57][C:47]([O:48][C:49]3[CH:56]=[CH:55][C:52](C=O)=[CH:51][CH:50]=3)=[CH:46][CH:45]=2)[S:38]1.C(O)(=O)C. The catalyst is C1COCC1. The product is [CH3:2][O:3][C:4]1[CH:5]=[CH:6][C:7]([CH:8]=[CH:30][C:52]2[CH:55]=[CH:56][C:49]([O:48][C:47]3[CH:57]=[CH:58][C:44]([CH2:43][CH:39]4[S:38][C:37](=[O:36])[NH:41][C:40]4=[O:42])=[CH:45][CH:46]=3)=[CH:50][CH:51]=2)=[CH:28][CH:29]=1. The yield is 0.330. (4) The reactants are [CH2:1]([C:3]1[C:7]([S:8]([C:11]2[CH:17]=[CH:16][C:14]([NH2:15])=[CH:13][CH:12]=2)(=[O:10])=[O:9])=[C:6]([CH2:18][CH3:19])[NH:5][N:4]=1)[CH3:2].C(N(CC)CC)C.[CH3:27][C:28]1([CH3:35])[CH2:33][C:32](=O)[O:31][C:29]1=[O:30]. The catalyst is N1C=CC=CC=1.C1(C)C=CC=CC=1. The product is [CH2:18]([C:6]1[C:7]([S:8]([C:11]2[CH:17]=[CH:16][C:14]([N:15]3[C:32](=[O:31])[CH2:33][C:28]([CH3:35])([CH3:27])[C:29]3=[O:30])=[CH:13][CH:12]=2)(=[O:10])=[O:9])=[C:3]([CH2:1][CH3:2])[NH:4][N:5]=1)[CH3:19]. The yield is 0.780. (5) The reactants are Cl[C:2]1[N:6]2[CH:7]=[C:8]([F:11])[CH:9]=[CH:10][C:5]2=[N:4][N:3]=1.[CH3:12][N:13]1[CH2:18][CH2:17][NH:16][CH2:15][CH2:14]1. The catalyst is CC(N(C)C)=O. The product is [F:11][C:8]1[CH:9]=[CH:10][C:5]2[N:6]([C:2]([N:16]3[CH2:17][CH2:18][N:13]([CH3:12])[CH2:14][CH2:15]3)=[N:3][N:4]=2)[CH:7]=1. The yield is 0.320.